This data is from Peptide-MHC class I binding affinity with 185,985 pairs from IEDB/IMGT. The task is: Regression. Given a peptide amino acid sequence and an MHC pseudo amino acid sequence, predict their binding affinity value. This is MHC class I binding data. (1) The binding affinity (normalized) is 0.363. The MHC is HLA-B18:01 with pseudo-sequence HLA-B18:01. The peptide sequence is RYPGVMYAF. (2) The peptide sequence is SSCSSCPLSKI. The MHC is HLA-B08:01 with pseudo-sequence HLA-B08:01. The binding affinity (normalized) is 0. (3) The peptide sequence is RADEEQQQA. The MHC is HLA-A11:01 with pseudo-sequence HLA-A11:01. The binding affinity (normalized) is 0. (4) The peptide sequence is FPVRPQVPL. The MHC is H-2-Kb with pseudo-sequence H-2-Kb. The binding affinity (normalized) is 0. (5) The peptide sequence is SKLRALLTL. The MHC is HLA-A31:01 with pseudo-sequence HLA-A31:01. The binding affinity (normalized) is 0.0847. (6) The peptide sequence is FMVAWGKEA. The MHC is HLA-A02:03 with pseudo-sequence HLA-A02:03. The binding affinity (normalized) is 1.00.